This data is from Reaction yield outcomes from USPTO patents with 853,638 reactions. The task is: Predict the reaction yield, written as a fraction of the theoretical maximum amount of product (1.0 means a 100% yield; for example, 0.34 means a 34% yield). The reactants are [Cl:1][C:2]1[CH:10]=[C:6]([C:7]([OH:9])=[O:8])[C:5]([OH:11])=[CH:4][CH:3]=1.[C:12](OC(=O)C)(=[O:14])[CH3:13]. The catalyst is S(=O)(=O)(O)O.Cl. The product is [C:12]([O:8][C:7](=[O:9])[C:6]1[C:5](=[CH:4][CH:3]=[C:2]([Cl:1])[CH:10]=1)[OH:11])(=[O:14])[CH3:13]. The yield is 0.970.